Dataset: NCI-60 drug combinations with 297,098 pairs across 59 cell lines. Task: Regression. Given two drug SMILES strings and cell line genomic features, predict the synergy score measuring deviation from expected non-interaction effect. (1) Drug 1: CC12CCC3C(C1CCC2O)C(CC4=C3C=CC(=C4)O)CCCCCCCCCS(=O)CCCC(C(F)(F)F)(F)F. Drug 2: N.N.Cl[Pt+2]Cl. Cell line: 786-0. Synergy scores: CSS=59.2, Synergy_ZIP=-4.19, Synergy_Bliss=-4.98, Synergy_Loewe=-9.97, Synergy_HSA=-3.70. (2) Drug 1: CC1=C(N=C(N=C1N)C(CC(=O)N)NCC(C(=O)N)N)C(=O)NC(C(C2=CN=CN2)OC3C(C(C(C(O3)CO)O)O)OC4C(C(C(C(O4)CO)O)OC(=O)N)O)C(=O)NC(C)C(C(C)C(=O)NC(C(C)O)C(=O)NCCC5=NC(=CS5)C6=NC(=CS6)C(=O)NCCC[S+](C)C)O. Drug 2: C1CNP(=O)(OC1)N(CCCl)CCCl. Cell line: PC-3. Synergy scores: CSS=20.8, Synergy_ZIP=-2.49, Synergy_Bliss=2.56, Synergy_Loewe=-27.6, Synergy_HSA=2.55. (3) Drug 1: CC(CN1CC(=O)NC(=O)C1)N2CC(=O)NC(=O)C2. Drug 2: C1=NC(=NC(=O)N1C2C(C(C(O2)CO)O)O)N. Cell line: RXF 393. Synergy scores: CSS=23.9, Synergy_ZIP=-3.82, Synergy_Bliss=-0.949, Synergy_Loewe=0.191, Synergy_HSA=2.44. (4) Drug 1: CCC1=CC2CC(C3=C(CN(C2)C1)C4=CC=CC=C4N3)(C5=C(C=C6C(=C5)C78CCN9C7C(C=CC9)(C(C(C8N6C)(C(=O)OC)O)OC(=O)C)CC)OC)C(=O)OC.C(C(C(=O)O)O)(C(=O)O)O. Drug 2: CC1C(C(=O)NC(C(=O)N2CCCC2C(=O)N(CC(=O)N(C(C(=O)O1)C(C)C)C)C)C(C)C)NC(=O)C3=C4C(=C(C=C3)C)OC5=C(C(=O)C(=C(C5=N4)C(=O)NC6C(OC(=O)C(N(C(=O)CN(C(=O)C7CCCN7C(=O)C(NC6=O)C(C)C)C)C)C(C)C)C)N)C. Cell line: A498. Synergy scores: CSS=5.53, Synergy_ZIP=-3.50, Synergy_Bliss=2.42, Synergy_Loewe=2.29, Synergy_HSA=1.72. (5) Drug 2: CC1=C(C(=O)C2=C(C1=O)N3CC4C(C3(C2COC(=O)N)OC)N4)N. Cell line: SR. Drug 1: C1CCN(CC1)CCOC2=CC=C(C=C2)C(=O)C3=C(SC4=C3C=CC(=C4)O)C5=CC=C(C=C5)O. Synergy scores: CSS=52.9, Synergy_ZIP=0.0660, Synergy_Bliss=-0.116, Synergy_Loewe=-23.4, Synergy_HSA=0.858. (6) Drug 1: C1=NC2=C(N=C(N=C2N1C3C(C(C(O3)CO)O)O)F)N. Drug 2: C1CNP(=O)(OC1)N(CCCl)CCCl. Cell line: HS 578T. Synergy scores: CSS=6.34, Synergy_ZIP=-2.19, Synergy_Bliss=-1.84, Synergy_Loewe=5.46, Synergy_HSA=-0.425. (7) Drug 2: CCCCCOC(=O)NC1=NC(=O)N(C=C1F)C2C(C(C(O2)C)O)O. Drug 1: C1CC(=O)NC(=O)C1N2CC3=C(C2=O)C=CC=C3N. Cell line: TK-10. Synergy scores: CSS=3.01, Synergy_ZIP=-0.278, Synergy_Bliss=5.12, Synergy_Loewe=4.28, Synergy_HSA=4.73. (8) Drug 1: CC12CCC3C(C1CCC2=O)CC(=C)C4=CC(=O)C=CC34C. Drug 2: C1=NC(=NC(=O)N1C2C(C(C(O2)CO)O)O)N. Cell line: OVCAR-8. Synergy scores: CSS=65.8, Synergy_ZIP=-0.724, Synergy_Bliss=1.03, Synergy_Loewe=0.279, Synergy_HSA=1.59.